This data is from Reaction yield outcomes from USPTO patents with 853,638 reactions. The task is: Predict the reaction yield, written as a fraction of the theoretical maximum amount of product (1.0 means a 100% yield; for example, 0.34 means a 34% yield). (1) The reactants are [CH3:1][O:2][CH2:3][CH2:4][OH:5].[H-].[Na+].Br[C:9]1[C:14]([C:15]2[CH:20]=[CH:19][C:18]([Cl:21])=[CH:17][C:16]=2[Cl:22])=[N:13][C:12]([Br:23])=[CH:11][N:10]=1.CCCCCCC. The catalyst is CS(C)=O.ClCCl. The product is [Br:23][C:12]1[N:13]=[C:14]([C:15]2[CH:20]=[CH:19][C:18]([Cl:21])=[CH:17][C:16]=2[Cl:22])[C:9]([O:5][CH2:4][CH2:3][O:2][CH3:1])=[N:10][CH:11]=1. The yield is 0.240. (2) The reactants are C[O:2][C:3]([C:5]1[CH:10]=[CH:9][C:8]([C:11]2[CH:16]=[CH:15][CH:14]=[CH:13][CH:12]=2)=[CH:7][C:6]=1[F:17])=[O:4].[OH-].[Na+].Cl. The catalyst is C1COCC1. The product is [F:17][C:6]1[CH:7]=[C:8]([C:11]2[CH:12]=[CH:13][CH:14]=[CH:15][CH:16]=2)[CH:9]=[CH:10][C:5]=1[C:3]([OH:4])=[O:2]. The yield is 0.840. (3) The reactants are [C:1]1([C:7]2[CH:8]=[C:9]3[C:13](=[CH:14][CH:15]=2)[NH:12][C:11](=[O:16])[CH2:10]3)[CH:6]=[CH:5][CH:4]=[CH:3][CH:2]=1.[CH3:17][N:18]([CH3:33])[CH2:19][CH2:20][O:21][C:22]1[CH:23]=[C:24]2[C:28](=[CH:29][CH:30]=1)[NH:27][C:26]([CH:31]=O)=[CH:25]2.N1CCCCC1. The catalyst is C(O)C. The product is [CH3:17][N:18]([CH3:33])[CH2:19][CH2:20][O:21][C:22]1[CH:23]=[C:24]2[C:28](=[CH:29][CH:30]=1)[NH:27][C:26]([CH:31]=[C:10]1[C:9]3[C:13](=[CH:14][CH:15]=[C:7]([C:1]4[CH:2]=[CH:3][CH:4]=[CH:5][CH:6]=4)[CH:8]=3)[NH:12][C:11]1=[O:16])=[CH:25]2. The yield is 0.680. (4) The reactants are [C:1]([C:5]1[CH:6]=[C:7]2[C:12](=[C:13]([F:15])[CH:14]=1)[C:11](=[O:16])[N:10]([C:17]1[N:24]=[CH:23][CH:22]=[C:21]([C:25]3[CH:30]=[C:29]([NH:31][C:32]4[CH:37]=[CH:36][N:35]=[C:34]([CH3:38])[N:33]=4)[C:28](=[O:39])[N:27]([CH3:40])[CH:26]=3)[C:18]=1[CH:19]=[O:20])[N:9]=[CH:8]2)([CH3:4])([CH3:3])[CH3:2].[BH4-].[Na+]. The catalyst is CO. The product is [C:1]([C:5]1[CH:6]=[C:7]2[C:12](=[C:13]([F:15])[CH:14]=1)[C:11](=[O:16])[N:10]([C:17]1[C:18]([CH2:19][OH:20])=[C:21]([C:25]3[CH:30]=[C:29]([NH:31][C:32]4[CH:37]=[CH:36][N:35]=[C:34]([CH3:38])[N:33]=4)[C:28](=[O:39])[N:27]([CH3:40])[CH:26]=3)[CH:22]=[CH:23][N:24]=1)[N:9]=[CH:8]2)([CH3:4])([CH3:2])[CH3:3]. The yield is 0.150. (5) The reactants are [C:1]([NH2:9])([CH2:4][C:5]([CH3:8])([CH3:7])[CH3:6])([CH3:3])[CH3:2].C(N(CC)CC)C.[N+:17]([C:20]1[CH:28]=[CH:27][C:23]([C:24](Cl)=[O:25])=[CH:22][CH:21]=1)([O-:19])=[O:18]. The catalyst is ClC(Cl)C. The product is [N+:17]([C:20]1[CH:21]=[CH:22][C:23]([C:24]([NH:9][C:1]([CH2:4][C:5]([CH3:8])([CH3:7])[CH3:6])([CH3:3])[CH3:2])=[O:25])=[CH:27][CH:28]=1)([O-:19])=[O:18]. The yield is 0.760. (6) The reactants are [Br:1][C:2]1[C:3]([F:10])=[CH:4][C:5]([F:9])=[C:6]([OH:8])[CH:7]=1.C([O-])([O-])=O.[K+].[K+].I[CH2:18][CH3:19].CCOC(C)=O.CCCCCC. The catalyst is CC(C)=O.C(OCC)C. The product is [Br:1][C:2]1[CH:7]=[C:6]([O:8][CH2:18][CH3:19])[C:5]([F:9])=[CH:4][C:3]=1[F:10]. The yield is 0.720.